Predict the reactants needed to synthesize the given product. From a dataset of Full USPTO retrosynthesis dataset with 1.9M reactions from patents (1976-2016). (1) Given the product [F:28][C:25]1[CH:26]=[CH:27][C:22]([CH2:21][CH:18]2[CH2:19][CH2:20][N:15]([C:13](=[O:14])[CH2:12][NH:1][C:2]3[CH:3]=[C:4]4[C:8](=[CH:9][CH:10]=3)[NH:7][N:6]=[CH:5]4)[CH2:16][CH2:17]2)=[CH:23][CH:24]=1, predict the reactants needed to synthesize it. The reactants are: [NH2:1][C:2]1[CH:3]=[C:4]2[C:8](=[CH:9][CH:10]=1)[NH:7][N:6]=[CH:5]2.Cl[CH2:12][C:13]([N:15]1[CH2:20][CH2:19][CH:18]([CH2:21][C:22]2[CH:27]=[CH:26][C:25]([F:28])=[CH:24][CH:23]=2)[CH2:17][CH2:16]1)=[O:14]. (2) Given the product [Br:10][C:8]1[CH:9]=[C:2]([NH:1][S:12]([CH3:11])(=[O:14])=[O:13])[CH:3]=[C:4]([C:5]#[N:6])[CH:7]=1, predict the reactants needed to synthesize it. The reactants are: [NH2:1][C:2]1[CH:3]=[C:4]([CH:7]=[C:8]([Br:10])[CH:9]=1)[C:5]#[N:6].[CH3:11][S:12](Cl)(=[O:14])=[O:13]. (3) Given the product [CH3:1][C:2]1[CH:3]([OH:14])[C:4]([CH3:13])([CH2:8][CH:9]=[C:10]([CH3:12])[CH3:11])[CH2:5][CH2:6][CH:7]=1, predict the reactants needed to synthesize it. The reactants are: [CH3:1][C:2]1[C:3](=[O:14])[C:4]([CH3:13])([CH2:8][CH:9]=[C:10]([CH3:12])[CH3:11])[CH2:5][CH2:6][CH:7]=1.[H-].[Al+3].[Li+].[H-].[H-].[H-]. (4) Given the product [CH3:6][O:7][C:8]1[CH:17]=[C:16]2[C:11]([CH:12]=[CH:13][C:14](=[O:32])[N:15]2[CH2:18][CH2:19][CH2:20][C:21]2([C:27]([O:29][CH2:30][CH3:31])=[O:28])[CH2:26][CH2:25][N:24]([CH2:40][CH2:41][S:42][C:43]3[S:44][CH:45]=[CH:46][CH:47]=3)[CH2:23][CH2:22]2)=[CH:10][CH:9]=1, predict the reactants needed to synthesize it. The reactants are: CN(C)C=O.[CH3:6][O:7][C:8]1[CH:17]=[C:16]2[C:11]([CH:12]=[CH:13][C:14](=[O:32])[N:15]2[CH2:18][CH2:19][CH2:20][C:21]2([C:27]([O:29][CH2:30][CH3:31])=[O:28])[CH2:26][CH2:25][NH:24][CH2:23][CH2:22]2)=[CH:10][CH:9]=1.C(=O)([O-])[O-].[K+].[K+].Br[CH2:40][CH2:41][S:42][C:43]1[S:44][CH:45]=[CH:46][CH:47]=1. (5) Given the product [CH3:31][N:29]([CH3:30])[CH2:28][CH2:27][CH2:26][N:16]1[C:17]2[N:24]=[CH:23][C:22]([F:25])=[CH:21][C:18]=2[C:19](=[O:20])[N:14]([C@@H:11]2[CH2:10][CH2:9][C@H:8]([NH:7][C:6]([C:49]3[N:50]=[C:45]4[CH:44]=[CH:43][C:42]([F:41])=[CH:47][N:46]4[CH:48]=3)=[O:5])[CH2:13][CH2:12]2)[C:15]1=[O:32], predict the reactants needed to synthesize it. The reactants are: C([O:5][C:6](=O)[NH:7][CH:8]1[CH2:13][CH2:12][CH:11]([N:14]2[C:19](=[O:20])[C:18]3[CH:21]=[C:22]([F:25])[CH:23]=[N:24][C:17]=3[N:16]([CH2:26][CH2:27][CH2:28][N:29]([CH3:31])[CH3:30])[C:15]2=[O:32])[CH2:10][CH2:9]1)(C)(C)C.Cl.O1CCOCC1.[F:41][C:42]1[CH:43]=[CH:44][C:45]2[N:46]([CH:48]=[C:49](C(O)=O)[N:50]=2)[CH:47]=1.C(N(CC)C(C)C)(C)C. (6) Given the product [Br:14][C:15]1[CH:23]=[CH:22][CH:21]=[C:20]2[C:16]=1[C:17]([C:6](=[O:11])[C:7]([F:8])([F:9])[F:10])=[CH:18][NH:19]2, predict the reactants needed to synthesize it. The reactants are: [F:8][C:7]([F:10])([F:9])[C:6](O[C:6](=[O:11])[C:7]([F:10])([F:9])[F:8])=[O:11].[Br:14][C:15]1[CH:23]=[CH:22][CH:21]=[C:20]2[C:16]=1[CH:17]=[CH:18][NH:19]2.O. (7) Given the product [Cl:3][C:4]1[CH:5]=[C:6]([CH:21]=[CH:22][CH:23]=1)[CH2:7][O:8][C:9]1[CH:18]=[C:17]2[C:12]([CH:13]=[C:14]([CH2:19][O:20][CH3:24])[CH:15]=[N:16]2)=[CH:11][CH:10]=1, predict the reactants needed to synthesize it. The reactants are: [H-].[Na+].[Cl:3][C:4]1[CH:5]=[C:6]([CH:21]=[CH:22][CH:23]=1)[CH2:7][O:8][C:9]1[CH:18]=[C:17]2[C:12]([CH:13]=[C:14]([CH2:19][OH:20])[CH:15]=[N:16]2)=[CH:11][CH:10]=1.[CH3:24]I.